This data is from Full USPTO retrosynthesis dataset with 1.9M reactions from patents (1976-2016). The task is: Predict the reactants needed to synthesize the given product. (1) Given the product [N+:29]([C:26]1[CH:25]=[CH:24][C:23]([C:20]2[N:19]=[N:18][C:17]([NH:15][NH:16][C:60](=[O:61])[CH2:59][O:58][C:52]3[C:51]4[C:56](=[CH:57][C:48]([O:47][CH3:46])=[CH:49][CH:50]=4)[N:55]=[CH:54][CH:53]=3)=[N:22][CH:21]=2)=[CH:28][CH:27]=1)([O-:31])=[O:30], predict the reactants needed to synthesize it. The reactants are: N(C1N=NC(C2C=CC=CC=2)=CN=1)N.[NH:15]([C:17]1[N:18]=[N:19][C:20]([C:23]2[CH:28]=[CH:27][C:26]([N+:29]([O-:31])=[O:30])=[CH:25][CH:24]=2)=[CH:21][N:22]=1)[NH2:16].N1C2C(=CC(CC(O)=O)=CC=2)C=CC=1.[CH3:46][O:47][C:48]1[CH:57]=[C:56]2[C:51]([C:52]([O:58][CH2:59][C:60](O)=[O:61])=[CH:53][CH:54]=[N:55]2)=[CH:50][CH:49]=1. (2) Given the product [C:1]1([CH2:7][CH2:8][CH2:9][CH:10]([NH:20][C:21]([CH:23]2[CH2:24][CH2:25][N:26]([C:29]([CH:31]3[CH2:36][CH2:35][N:34]([CH2:39][C@@H:38]([OH:37])[CH2:40][O:41][C:42]4[CH:51]=[CH:50][CH:49]=[C:48]5[C:43]=4[CH:44]=[CH:45][CH:46]=[N:47]5)[CH2:33][CH2:32]3)=[O:30])[CH2:27][CH2:28]2)=[O:22])[CH2:11][CH2:12][CH2:13][C:14]2[CH:15]=[CH:16][CH:17]=[CH:18][CH:19]=2)[CH:6]=[CH:5][CH:4]=[CH:3][CH:2]=1, predict the reactants needed to synthesize it. The reactants are: [C:1]1([CH2:7][CH2:8][CH2:9][CH:10]([NH:20][C:21]([CH:23]2[CH2:28][CH2:27][N:26]([C:29]([CH:31]3[CH2:36][CH2:35][NH:34][CH2:33][CH2:32]3)=[O:30])[CH2:25][CH2:24]2)=[O:22])[CH2:11][CH2:12][CH2:13][C:14]2[CH:19]=[CH:18][CH:17]=[CH:16][CH:15]=2)[CH:6]=[CH:5][CH:4]=[CH:3][CH:2]=1.[O:37]1[CH2:39][C@@H:38]1[CH2:40][O:41][C:42]1[CH:51]=[CH:50][CH:49]=[C:48]2[C:43]=1[CH:44]=[CH:45][CH:46]=[N:47]2. (3) Given the product [C:22]([N:13]1[CH:12]=[C:11]2[C:15]([C:16]3[C:8](=[C:7]([C:17]([NH2:27])=[O:19])[S:6][C:5]=3[S:4][CH2:1][CH2:2][CH3:3])[CH2:9][CH2:10]2)=[N:14]1)(=[O:24])[CH3:23], predict the reactants needed to synthesize it. The reactants are: [CH2:1]([S:4][C:5]1[S:6][C:7]([C:17]([OH:19])=O)=[C:8]2[C:16]=1[C:15]1[NH:14][N:13]=[CH:12][C:11]=1[CH2:10][CH2:9]2)[CH2:2][CH3:3].[H-].[Na+].[C:22](Cl)(=[O:24])[CH3:23].O.[NH3:27].C(O)(=O)CC(CC(O)=O)(C(O)=O)O. (4) Given the product [CH2:40]([N:42]([CH2:47][CH3:48])[CH2:43][CH2:44][CH2:45][NH:46][C:16]1[N:17]=[C:18]([C:19]2[CH:20]=[C:21]([CH:32]=[CH:33][C:34]=2[CH3:35])[C:22]([NH:24][C:25]2[CH:30]=[CH:29][C:28]([F:31])=[CH:27][CH:26]=2)=[O:23])[C:13]2[CH2:12][NH:11][C:10](=[O:39])[N:9]([C:3]3[C:2]([F:1])=[CH:7][CH:6]=[CH:5][C:4]=3[F:8])[C:14]=2[N:15]=1)[CH3:41], predict the reactants needed to synthesize it. The reactants are: [F:1][C:2]1[CH:7]=[CH:6][CH:5]=[C:4]([F:8])[C:3]=1[N:9]1[C:14]2[N:15]=[C:16](S(C)=O)[N:17]=[C:18]([C:19]3[CH:20]=[C:21]([CH:32]=[CH:33][C:34]=3[CH3:35])[C:22]([NH:24][C:25]3[CH:30]=[CH:29][C:28]([F:31])=[CH:27][CH:26]=3)=[O:23])[C:13]=2[CH2:12][NH:11][C:10]1=[O:39].[CH2:40]([N:42]([CH2:47][CH3:48])[CH2:43][CH2:44][CH2:45][NH2:46])[CH3:41]. (5) Given the product [CH2:1]([N:3]([CH2:27][C:28]1[CH:33]=[CH:32][C:31]([O:34][CH2:37][CH2:38][N:40]2[CH2:45][CH2:44][CH2:43][CH2:42][CH2:41]2)=[CH:30][CH:29]=1)[C:4]1[CH:9]=[CH:8][CH:7]=[CH:6][C:5]=1[C@@H:10]1[CH2:19][CH2:18][C:17]2[CH:16]=[C:15]([OH:20])[CH:14]=[CH:13][C:12]=2[CH2:11]1)[CH3:2], predict the reactants needed to synthesize it. The reactants are: [CH2:1]([N:3]([C:27](=O)[C:28]1[CH:33]=[CH:32][C:31]([OH:34])=[CH:30][CH:29]=1)[C:4]1[CH:9]=[CH:8][CH:7]=[CH:6][C:5]=1[C@@H:10]1[CH2:19][CH2:18][C:17]2[CH:16]=[C:15]([O:20]C(=O)C(C)(C)C)[CH:14]=[CH:13][C:12]=2[CH2:11]1)[CH3:2].Cl[CH2:37][C:38]([N:40]1[CH2:45][CH2:44][CH2:43][CH2:42][CH2:41]1)=O. (6) Given the product [Cl:1][C:2]1[CH:7]=[CH:6][C:5]([C:8]2[CH:13]=[C:12]([CH2:14][OH:15])[N:11]3[N:16]=[CH:17][C:18]([C:21]#[C:20][C:22]4[CH:27]=[CH:26][C:25]([C:28]([OH:31])([CH3:29])[CH3:30])=[CH:24][CH:23]=4)=[C:10]3[N:9]=2)=[CH:4][CH:3]=1, predict the reactants needed to synthesize it. The reactants are: [Cl:1][C:2]1[CH:7]=[CH:6][C:5]([C:8]2[CH:13]=[C:12]([CH2:14][OH:15])[N:11]3[N:16]=[CH:17][C:18](I)=[C:10]3[N:9]=2)=[CH:4][CH:3]=1.[C:20]([C:22]1[CH:27]=[CH:26][C:25]([C:28]([OH:31])([CH3:30])[CH3:29])=[CH:24][CH:23]=1)#[CH:21]. (7) Given the product [O:35]=[S:34]1(=[O:36])[C:30]([C:27]2[CH:28]=[CH:29][C:24]([CH2:23][O:2][CH2:1][C:3]3[CH:21]=[CH:20][C:6]([O:7][C:8]4[CH:17]=[CH:16][CH:15]=[C:14]([O:18][CH3:19])[C:9]=4[C:10]([O:12][CH3:13])=[O:11])=[CH:5][CH:4]=3)=[CH:25][CH:26]=2)=[CH:31][C:32](=[O:37])[NH:33]1, predict the reactants needed to synthesize it. The reactants are: [CH:1]([C:3]1[CH:21]=[CH:20][C:6]([O:7][C:8]2[CH:17]=[CH:16][CH:15]=[C:14]([O:18][CH3:19])[C:9]=2[C:10]([O:12][CH3:13])=[O:11])=[CH:5][CH:4]=1)=[O:2].O[CH2:23][C:24]1[CH:29]=[CH:28][C:27]([C:30]2[S:34](=[O:36])(=[O:35])[NH:33][C:32](=[O:37])[CH:31]=2)=[CH:26][CH:25]=1.C([SiH](CC)CC)C.